From a dataset of Full USPTO retrosynthesis dataset with 1.9M reactions from patents (1976-2016). Predict the reactants needed to synthesize the given product. (1) Given the product [F:34][C:28]1[CH:29]=[CH:30][CH:31]=[C:32]([F:33])[C:27]=1[S:24]([NH:23][C:19]1[C:18]([F:35])=[C:17]([C:9]2[N:10]=[C:11]([C:13]([CH3:16])([CH3:15])[CH3:14])[S:12][C:8]=2[C:6]2[CH:5]=[CH:4][N:3]=[C:2]([CH2:42][CH2:41][C:40]([O:39][CH2:37][CH3:38])=[O:44])[N:7]=2)[CH:22]=[CH:21][CH:20]=1)(=[O:26])=[O:25], predict the reactants needed to synthesize it. The reactants are: Cl[C:2]1[N:7]=[C:6]([C:8]2[S:12][C:11]([C:13]([CH3:16])([CH3:15])[CH3:14])=[N:10][C:9]=2[C:17]2[C:18]([F:35])=[C:19]([NH:23][S:24]([C:27]3[C:32]([F:33])=[CH:31][CH:30]=[CH:29][C:28]=3[F:34])(=[O:26])=[O:25])[CH:20]=[CH:21][CH:22]=2)[CH:5]=[CH:4][N:3]=1.[Br-].[CH2:37]([O:39][C:40](=[O:44])[CH2:41][CH2:42][Zn+])[CH3:38].C1COCC1. (2) Given the product [Si:1]([O:8][C@H:9]([C:28]1[CH:37]=[CH:36][C:35]([OH:38])=[C:34]2[C:29]=1[CH:30]=[CH:31][C:32](=[O:39])[NH:33]2)[CH2:10][NH:11][CH2:12][CH:13]1[CH2:18][CH2:17][N:16]([CH2:19][CH2:20][C:21]([OH:23])=[O:22])[CH2:15][CH2:14]1)([C:4]([CH3:7])([CH3:5])[CH3:6])([CH3:2])[CH3:3], predict the reactants needed to synthesize it. The reactants are: [Si:1]([O:8][C@H:9]([C:28]1[CH:37]=[CH:36][C:35]([OH:38])=[C:34]2[C:29]=1[CH:30]=[CH:31][C:32](=[O:39])[NH:33]2)[CH2:10][NH:11][CH2:12][CH:13]1[CH2:18][CH2:17][N:16]([CH2:19][CH2:20][C:21]([O:23]C(C)(C)C)=[O:22])[CH2:15][CH2:14]1)([C:4]([CH3:7])([CH3:6])[CH3:5])([CH3:3])[CH3:2]. (3) The reactants are: [OH-].[Li+].[CH3:3][O:4][C:5]1[CH:10]=[CH:9][C:8]([C:11]2[CH:16]=[CH:15][C:14]([C:17]([NH:19][C:20]3([C:27]([O:29]C)=[O:28])[CH2:26][CH2:25][CH2:24][CH2:23][CH2:22][CH2:21]3)=[O:18])=[C:13]([NH:31][C:32]([NH:34][C:35]3[C:40]([CH3:41])=[CH:39][C:38]([CH3:42])=[CH:37][C:36]=3[CH3:43])=[O:33])[CH:12]=2)=[CH:7][CH:6]=1.CO.O. Given the product [CH3:3][O:4][C:5]1[CH:10]=[CH:9][C:8]([C:11]2[CH:16]=[CH:15][C:14]([C:17]([NH:19][C:20]3([C:27]([OH:29])=[O:28])[CH2:21][CH2:22][CH2:23][CH2:24][CH2:25][CH2:26]3)=[O:18])=[C:13]([NH:31][C:32]([NH:34][C:35]3[C:40]([CH3:41])=[CH:39][C:38]([CH3:42])=[CH:37][C:36]=3[CH3:43])=[O:33])[CH:12]=2)=[CH:7][CH:6]=1, predict the reactants needed to synthesize it. (4) Given the product [CH2:30]([N:3]1[C:4]2[C:9](=[CH:8][C:7]3[CH2:12][CH2:13][N:14]([C:17]([O:19][C:20]([CH3:23])([CH3:22])[CH3:21])=[O:18])[CH2:15][CH2:16][C:6]=3[CH:5]=2)[CH2:10][CH2:11][C:2]1=[O:1])[C:31]1[CH:36]=[CH:35][CH:34]=[CH:33][CH:32]=1, predict the reactants needed to synthesize it. The reactants are: [O:1]=[C:2]1[CH2:11][CH2:10][C:9]2[C:4](=[CH:5][C:6]3[CH2:16][CH2:15][N:14]([C:17]([O:19][C:20]([CH3:23])([CH3:22])[CH3:21])=[O:18])[CH2:13][CH2:12][C:7]=3[CH:8]=2)[NH:3]1.CC(C)([O-])C.[K+].[CH2:30](Br)[C:31]1[CH:36]=[CH:35][CH:34]=[CH:33][CH:32]=1.O. (5) The reactants are: [CH2:1]([C:8]1[O:12][C:11]([C:13]2[C:22](=[O:23])[C:21]3[C:16](=[CH:17][CH:18]=[C:19]([OH:24])[CH:20]=3)[N:15]([CH2:25][C:26]3[CH:31]=[CH:30][C:29]([Cl:32])=[CH:28][CH:27]=3)[CH:14]=2)=[N:10][CH:9]=1)[C:2]1[CH:7]=[CH:6][CH:5]=[CH:4][CH:3]=1.[C:33]([O-])([O-])=O.[K+].[K+].Cl[CH2:40][CH2:41][N:42]1[CH2:47][CH2:46][O:45][CH2:44][CH2:43]1. Given the product [CH2:1]([C:8]1[O:12][C:11]([C:13]2[C:22](=[O:23])[C:21]3[C:16](=[CH:17][CH:18]=[C:19]([O:24][CH2:33][CH2:40][CH2:41][N:42]4[CH2:47][CH2:46][O:45][CH2:44][CH2:43]4)[CH:20]=3)[N:15]([CH2:25][C:26]3[CH:31]=[CH:30][C:29]([Cl:32])=[CH:28][CH:27]=3)[CH:14]=2)=[N:10][CH:9]=1)[C:2]1[CH:7]=[CH:6][CH:5]=[CH:4][CH:3]=1, predict the reactants needed to synthesize it. (6) Given the product [C:1]([N:5]1[CH2:22][CH:21]([CH2:23][OH:26])[O:20][C:7]2([CH2:12][CH2:11][N:10]([C:13]([O:15][C:16]([CH3:17])([CH3:18])[CH3:19])=[O:14])[CH2:9][CH2:8]2)[CH2:6]1)([CH3:2])([CH3:3])[CH3:4], predict the reactants needed to synthesize it. The reactants are: [C:1]([N:5]1[CH2:22][CH:21]([CH:23]([OH:26])CO)[O:20][C:7]2([CH2:12][CH2:11][N:10]([C:13]([O:15][C:16]([CH3:19])([CH3:18])[CH3:17])=[O:14])[CH2:9][CH2:8]2)[CH2:6]1)([CH3:4])([CH3:3])[CH3:2].I([O-])(=O)(=O)=O.[Na+].O.[BH4-].[Na+]. (7) Given the product [C:11]1([C:10](=[O:17])[CH:9]([CH3:18])[C:1](=[O:8])[CH3:2])[CH:12]=[CH:13][CH:14]=[CH:15][CH:16]=1, predict the reactants needed to synthesize it. The reactants are: [C:1]([CH2:9][C:10](=[O:17])[C:11]1[CH:16]=[CH:15][CH:14]=[CH:13][CH:12]=1)(=[O:8])[C:2]1C=CC=CC=1.[C:18]1(C(=O)CC(=O)C)C=CC=CC=1. (8) Given the product [CH3:10][C:9]([NH:8][C:4]1[CH:3]=[C:2]([NH2:17])[CH:7]=[CH:6][N:5]=1)([CH2:11][C:12]([CH3:15])([CH3:14])[CH3:13])[CH3:16], predict the reactants needed to synthesize it. The reactants are: Br[C:2]1[CH:7]=[CH:6][N:5]=[C:4]([NH:8][C:9]([CH3:16])([CH2:11][C:12]([CH3:15])([CH3:14])[CH3:13])[CH3:10])[CH:3]=1.[N-:17]=[N+]=[N-].[Na+].CNCCNC. (9) Given the product [Cl:10][C:11]1[C:12]([CH3:21])=[C:13]([S:17]([NH:9][C:6]2[S:7][CH:8]=[C:4]([CH2:1][CH2:2][CH3:3])[N:5]=2)(=[O:19])=[O:18])[CH:14]=[CH:15][CH:16]=1, predict the reactants needed to synthesize it. The reactants are: [CH2:1]([C:4]1[N:5]=[C:6]([NH2:9])[S:7][CH:8]=1)[CH2:2][CH3:3].[Cl:10][C:11]1[C:12]([CH3:21])=[C:13]([S:17](Cl)(=[O:19])=[O:18])[CH:14]=[CH:15][CH:16]=1. (10) The reactants are: Br[C:2]1[N:3]=[C:4]([NH:11][C:12]2[CH:17]=[CH:16][C:15]([N:18]3[CH2:23][CH2:22][N:21]([CH:24]4[CH2:27][O:26][CH2:25]4)[CH2:20][CH2:19]3)=[CH:14][N:13]=2)[C:5]2[N:6]([CH:8]=[CH:9][N:10]=2)[CH:7]=1.C(O[CH2:32][C:33]1[C:38](B2OC(C)(C)C(C)(C)O2)=[CH:37][C:36]([F:48])=[CH:35][C:34]=1[N:49]1[CH2:61][CH2:60][N:52]2[C:53]3[CH2:54][CH2:55][CH2:56][CH2:57][C:58]=3[CH:59]=[C:51]2[C:50]1=[O:62])(=O)C.[O-]P([O-])([O-])=O.[K+].[K+].[K+].[CH3:71][C:72]([O-:74])=O.[Na+]. Given the product [F:48][C:36]1[CH:37]=[C:38]([C:2]2[N:3]=[C:4]([NH:11][C:12]3[CH:17]=[CH:16][C:15]([N:18]4[CH2:23][CH2:22][N:21]([CH:24]5[CH2:25][O:26][CH2:27]5)[CH2:20][CH2:19]4)=[CH:14][N:13]=3)[C:5]3[N:6]([CH:8]=[CH:9][N:10]=3)[CH:7]=2)[C:33]([CH2:32][C:72](=[O:74])[CH3:71])=[C:34]([N:49]2[CH2:61][CH2:60][N:52]3[C:53]4[CH2:54][CH2:55][CH2:56][CH2:57][C:58]=4[CH:59]=[C:51]3[C:50]2=[O:62])[CH:35]=1, predict the reactants needed to synthesize it.